Task: Predict which catalyst facilitates the given reaction.. Dataset: Catalyst prediction with 721,799 reactions and 888 catalyst types from USPTO (1) The catalyst class is: 1. Product: [OH:15][C:16]1[CH:21]=[C:20]([CH2:22][CH2:14][CH2:9][CH2:10][CH3:11])[O:19][C:18](=[O:23])[C:17]=1[C:24](=[O:33])[CH2:25][CH2:26][C:27]1[CH:28]=[CH:29][CH:30]=[CH:31][CH:32]=1. Reactant: [Li+].CC([N-]C(C)C)C.[CH2:9]1[CH2:14]CC[CH2:11][CH2:10]1.[OH:15][C:16]1[CH:21]=[C:20]([CH3:22])[O:19][C:18](=[O:23])[C:17]=1[C:24](=[O:33])[CH2:25][CH2:26][C:27]1[CH:32]=[CH:31][CH:30]=[CH:29][CH:28]=1.ICCCC.CN(P(N(C)C)(N(C)C)=O)C.Cl. (2) Reactant: [NH:1]1[C:9]2[C:4](=[CH:5][CH:6]=[CH:7][CH:8]=2)[C:3](CC(O)=O)=[CH:2]1.C1N=CN(C(N2C=NC=C2)=[O:20])C=1.[NH2:26][C:27]1[S:28][C:29]([Cl:32])=[CH:30][N:31]=1.CCN([CH2:38][CH3:39])CC. Product: [Cl:32][C:29]1[S:28][C:27]([NH:26][C:38](=[O:20])[CH2:39][C:2]2[NH:1][C:9]3[C:4]([CH:3]=2)=[CH:5][CH:6]=[CH:7][CH:8]=3)=[N:31][CH:30]=1. The catalyst class is: 1. (3) Reactant: [C:1]([CH2:4][C:5]1[CH:9]=[CH:8][S:7][C:6]=1[C:10]([OH:12])=[O:11])([OH:3])=O.C(Cl)(=O)C. Product: [S:7]1[C:6]2[C:10](=[O:11])[O:12][C:1](=[O:3])[CH2:4][C:5]=2[CH:9]=[CH:8]1. The catalyst class is: 12. (4) Reactant: [C:1]([N:4]1[CH2:9][CH2:8][CH:7]([NH:10][C:11](=[O:20])[C:12]2[CH:17]=[C:16]([F:18])[CH:15]=[N:14][C:13]=2Cl)[CH2:6][CH2:5]1)(=[O:3])[CH3:2].[CH3:21][S:22][C:23]1[CH:24]=[C:25]([OH:30])[CH:26]=[CH:27][C:28]=1[CH3:29].C(=O)([O-])[O-].[Cs+].[Cs+]. Product: [C:1]([N:4]1[CH2:9][CH2:8][CH:7]([NH:10][C:11](=[O:20])[C:12]2[CH:17]=[C:16]([F:18])[CH:15]=[N:14][C:13]=2[O:30][C:25]2[CH:26]=[CH:27][C:28]([CH3:29])=[C:23]([S:22][CH3:21])[CH:24]=2)[CH2:6][CH2:5]1)(=[O:3])[CH3:2]. The catalyst class is: 9. (5) Reactant: [CH3:1][N:2]([CH3:36])[C:3](=[O:35])[O:4][C:5]1[CH:10]=[CH:9][C:8]([CH:11]([OH:32])[CH2:12][CH2:13][O:14][Si:15]([C:28]([CH3:31])([CH3:30])[CH3:29])([C:22]2[CH:27]=[CH:26][CH:25]=[CH:24][CH:23]=2)[C:16]2[CH:21]=[CH:20][CH:19]=[CH:18][CH:17]=2)=[C:7]([CH:33]=[CH2:34])[CH:6]=1.C(Br)(Br)(Br)[Br:38].C1(P(C2C=CC=CC=2)C2C=CC=CC=2)C=CC=CC=1. Product: [CH3:36][N:2]([CH3:1])[C:3](=[O:35])[O:4][C:5]1[CH:10]=[CH:9][C:8]([C:11]([Br:38])([OH:32])[CH2:12][CH2:13][O:14][Si:15]([C:28]([CH3:29])([CH3:30])[CH3:31])([C:22]2[CH:23]=[CH:24][CH:25]=[CH:26][CH:27]=2)[C:16]2[CH:21]=[CH:20][CH:19]=[CH:18][CH:17]=2)=[C:7]([CH:33]=[CH2:34])[CH:6]=1. The catalyst class is: 4. (6) Reactant: C(OC([N:8]1[CH2:13][CH2:12][C:11]2[N:14]([CH3:60])[C:15]([C:17]3[C:22]([C:23]#[C:24][C:25]4[CH:30]=[CH:29][CH:28]=[C:27]([CH2:31][C:32](=[O:54])[NH:33][C:34]5[CH:39]=[CH:38][C:37]([CH2:40][N:41]6[CH2:46][CH2:45][N:44]([CH:47]([CH3:49])[CH3:48])[CH2:43][CH2:42]6)=[C:36]([C:50]([F:53])([F:52])[F:51])[CH:35]=5)[CH:26]=4)=[CH:21][N:20]=[C:19]([N:55](C(=O)C)[CH3:56])[N:18]=3)=[CH:16][C:10]=2[C:9]1=[O:61])=O)(C)(C)C.O1CCOCC1.C([O-])([O-])=O.[K+].[K+]. Product: [CH:47]([N:44]1[CH2:45][CH2:46][N:41]([CH2:40][C:37]2[CH:38]=[CH:39][C:34]([NH:33][C:32](=[O:54])[CH2:31][C:27]3[CH:28]=[CH:29][CH:30]=[C:25]([C:24]#[C:23][C:22]4[C:17]([C:15]5[N:14]([CH3:60])[C:11]6[CH2:12][CH2:13][NH:8][C:9](=[O:61])[C:10]=6[CH:16]=5)=[N:18][C:19]([NH:55][CH3:56])=[N:20][CH:21]=4)[CH:26]=3)=[CH:35][C:36]=2[C:50]([F:52])([F:53])[F:51])[CH2:42][CH2:43]1)([CH3:49])[CH3:48]. The catalyst class is: 473.